From a dataset of Catalyst prediction with 721,799 reactions and 888 catalyst types from USPTO. Predict which catalyst facilitates the given reaction. (1) Reactant: C[O:2][C:3]([C:5]1[O:6][C:7]([CH2:10][CH3:11])=[CH:8][CH:9]=1)=O.[NH4+:12].[OH-]. Product: [CH2:10]([C:7]1[O:6][C:5]([C:3]([NH2:12])=[O:2])=[CH:9][CH:8]=1)[CH3:11]. The catalyst class is: 6. (2) Reactant: [Br:1][C:2]1[CH:3]=[C:4]([CH2:8][C:9]([CH3:16])=[CH:10][C:11]([O:13]CC)=O)[CH:5]=[CH:6][CH:7]=1. Product: [Br:1][C:2]1[CH:3]=[C:4]2[C:5](=[CH:6][CH:7]=1)[C:11]([OH:13])=[CH:10][C:9]([CH3:16])=[CH:8]2. The catalyst class is: 445. (3) Product: [C:31]([O:30][C:28]([NH:27][C@@H:26]([C:35](=[O:36])[CH3:37])[C:25]([O:24][CH3:23])=[O:38])=[O:29])([CH3:34])([CH3:32])[CH3:33]. Reactant: CC(OI1(OC(C)=O)(OC(C)=O)OC(=O)C2C=CC=CC1=2)=O.[CH3:23][O:24][C:25](=[O:38])[C@H:26]([C@@H:35]([CH3:37])[OH:36])[NH:27][C:28]([O:30][C:31]([CH3:34])([CH3:33])[CH3:32])=[O:29]. The catalyst class is: 2. (4) Reactant: [C:1]([C:3]1[C@@H:8]([C:9]2[CH:14]=[CH:13][C:12]([C:15]#[N:16])=[CH:11][C:10]=2[S:17]([CH3:20])(=[O:19])=[O:18])[N:7]([C:21](OC2C=CC([N+]([O-])=O)=CC=2)=[O:22])[C:6](=[O:33])[N:5]([C:34]2[CH:39]=[CH:38][CH:37]=[C:36]([C:40]([F:43])([F:42])[F:41])[CH:35]=2)[C:4]=1[CH3:44])#[N:2].[NH2:45][N:46]1[CH2:51][CH2:50][O:49][CH2:48][CH2:47]1. Product: [C:1]([C:3]1[C@@H:8]([C:9]2[CH:14]=[CH:13][C:12]([C:15]#[N:16])=[CH:11][C:10]=2[S:17]([CH3:20])(=[O:18])=[O:19])[N:7]([C:21]([NH:45][N:46]2[CH2:51][CH2:50][O:49][CH2:48][CH2:47]2)=[O:22])[C:6](=[O:33])[N:5]([C:34]2[CH:39]=[CH:38][CH:37]=[C:36]([C:40]([F:42])([F:43])[F:41])[CH:35]=2)[C:4]=1[CH3:44])#[N:2]. The catalyst class is: 10. (5) Reactant: [CH3:1][N:2]1[C:10]2[C:5](=[CH:6][C:7]([C:11]3[N:16]4[N:17]=[C:18]([NH2:20])[N:19]=[C:15]4[CH:14]=[N:13][CH:12]=3)=[CH:8][CH:9]=2)[CH:4]=[N:3]1.Br[C:22]1[CH:23]=[C:24]2[C:28](=[CH:29][CH:30]=1)[NH:27][C:26](=[O:31])[CH2:25]2.CC(C1C=C(C(C)C)C(C2C(P(C3CCCCC3)C3CCCCC3)=C(OC)C=CC=2OC)=C(C(C)C)C=1)C. Product: [CH3:1][N:2]1[C:10]2[C:5](=[CH:6][C:7]([C:11]3[N:16]4[N:17]=[C:18]([NH:20][C:22]5[CH:23]=[C:24]6[C:28](=[CH:29][CH:30]=5)[NH:27][C:26](=[O:31])[CH2:25]6)[N:19]=[C:15]4[CH:14]=[N:13][CH:12]=3)=[CH:8][CH:9]=2)[CH:4]=[N:3]1. The catalyst class is: 107.